From a dataset of Reaction yield outcomes from USPTO patents with 853,638 reactions. Predict the reaction yield, written as a fraction of the theoretical maximum amount of product (1.0 means a 100% yield; for example, 0.34 means a 34% yield). (1) The reactants are [CH3:1][O:2][C:3]1[CH:4]=[C:5]2[C:10](=[CH:11][C:12]=1[O:13][CH3:14])[N:9]=[CH:8][CH:7]=[C:6]2[O:15][C:16]1[CH:21]=[CH:20][C:19]([NH:22][C:23](=O)[CH2:24][O:25][C:26]2[CH:31]=[CH:30][CH:29]=[CH:28][C:27]=2[CH2:32][CH3:33])=[CH:18][CH:17]=1.Cl.[OH-].[Na+]. The catalyst is O1CCCC1. The product is [CH3:1][O:2][C:3]1[CH:4]=[C:5]2[C:10](=[CH:11][C:12]=1[O:13][CH3:14])[N:9]=[CH:8][CH:7]=[C:6]2[O:15][C:16]1[CH:17]=[CH:18][C:19]([NH:22][CH2:23][CH2:24][O:25][C:26]2[CH:31]=[CH:30][CH:29]=[CH:28][C:27]=2[CH2:32][CH3:33])=[CH:20][CH:21]=1. The yield is 0.800. (2) The reactants are [OH:1][C:2]1[CH:11]=[CH:10][C:5]([C:6](OC)=[O:7])=[CH:4][C:3]=1[N+:12]([O-:14])=[O:13].[NH3:15].Cl. The catalyst is O. The product is [OH:1][C:2]1[CH:11]=[CH:10][C:5]([C:6]([NH2:15])=[O:7])=[CH:4][C:3]=1[N+:12]([O-:14])=[O:13]. The yield is 0.530. (3) The reactants are [F:1][C:2]1[CH:7]=[CH:6][C:5]([C:8]2[CH2:9][CH2:10][N:11]([C:14]([O:16][C:17]([CH3:20])([CH3:19])[CH3:18])=[O:15])[CH2:12][CH:13]=2)=[CH:4][CH:3]=1.[OH-:21].[Na+].OO. The catalyst is C1COCC1. The product is [C:17]([O:16][C:14]([N:11]1[CH2:10][CH2:9][C@H:8]([C:5]2[CH:6]=[CH:7][C:2]([F:1])=[CH:3][CH:4]=2)[C@@H:13]([OH:21])[CH2:12]1)=[O:15])([CH3:20])([CH3:19])[CH3:18]. The yield is 0.364. (4) The reactants are [Cl:1][C:2]1[CH:3]=[C:4]2[C:8](=[CH:9][CH:10]=1)[NH:7][CH:6]=[C:5]2[CH2:11][CH2:12][CH2:13][NH2:14].[F:15][C:16]1[CH:17]=[C:18]([CH:29]=[CH:30][CH:31]=1)[CH2:19][C:20]1[CH:28]=[CH:27][C:23]([C:24](O)=[O:25])=[CH:22][CH:21]=1.CN(C(ON1N=NC2C=CC=NC1=2)=[N+](C)C)C.F[P-](F)(F)(F)(F)F.C(N(CC)C(C)C)(C)C. The catalyst is CN(C=O)C. The product is [Cl:1][C:2]1[CH:3]=[C:4]2[C:8](=[CH:9][CH:10]=1)[NH:7][CH:6]=[C:5]2[CH2:11][CH2:12][CH2:13][NH:14][C:24](=[O:25])[C:23]1[CH:22]=[CH:21][C:20]([CH2:19][C:18]2[CH:29]=[CH:30][CH:31]=[C:16]([F:15])[CH:17]=2)=[CH:28][CH:27]=1. The yield is 0.570. (5) The reactants are [OH:1][CH2:2][C:3]([CH3:22])([CH3:21])[CH2:4][CH2:5][CH2:6][C:7](=[O:20])[CH2:8][CH2:9][CH2:10][CH2:11][C:12]([CH3:19])([CH3:18])[C:13]([O:15][CH2:16][CH3:17])=[O:14].[Cr](O[Cr]([O-])(=O)=O)([O-])(=O)=[O:24].[NH+]1C=CC=CC=1.[NH+]1C=CC=CC=1. The catalyst is CN(C=O)C.S(=O)(=O)(O)O.O. The product is [CH2:16]([O:15][C:13](=[O:14])[C:12]([CH3:19])([CH3:18])[CH2:11][CH2:10][CH2:9][CH2:8][C:7](=[O:20])[CH2:6][CH2:5][CH2:4][C:3]([CH3:21])([CH3:22])[C:2]([OH:24])=[O:1])[CH3:17]. The yield is 0.820. (6) The reactants are [H-].[Na+].[CH2:3]([OH:15])[CH2:4][O:5][CH2:6][CH2:7][O:8][CH2:9][CH2:10][O:11][CH2:12][CH2:13]O.S([O-])(=O)(=O)C.[CH2:21]([O:28][CH2:29][CH2:30][O:31][CH2:32][CH2:33][O:34][CH2:35][CH2:36][O:37][CH2:38][CH2:39][OH:40])[C:22]1[CH:27]=[CH:26][CH:25]=[CH:24][CH:23]=1. The catalyst is O1CCCC1. The product is [CH2:21]([O:28][CH2:29][CH2:30][O:31][CH2:32][CH2:33][O:34][CH2:35][CH2:36][O:37][CH2:38][CH2:39][O:40][CH2:13][CH2:12][O:11][CH2:10][CH2:9][O:8][CH2:7][CH2:6][O:5][CH2:4][CH2:3][OH:15])[C:22]1[CH:23]=[CH:24][CH:25]=[CH:26][CH:27]=1. The yield is 0.340.